From a dataset of Full USPTO retrosynthesis dataset with 1.9M reactions from patents (1976-2016). Predict the reactants needed to synthesize the given product. (1) Given the product [CH:41]1([NH:44][C:23]([N:20]2[CH2:19][CH2:18][N:17]([C:14]3[CH:15]=[CH:16][C:11]([O:10][CH2:9][CH2:8][CH2:7][N:1]4[CH2:6][CH2:5][CH2:4][CH2:3][CH2:2]4)=[CH:12][CH:13]=3)[CH2:22][CH2:21]2)=[O:24])[CH2:43][CH2:42]1, predict the reactants needed to synthesize it. The reactants are: [N:1]1([CH2:7][CH2:8][CH2:9][O:10][C:11]2[CH:16]=[CH:15][C:14]([N:17]3[CH2:22][CH2:21][NH:20][CH2:19][CH2:18]3)=[CH:13][CH:12]=2)[CH2:6][CH2:5][CH2:4][CH2:3][CH2:2]1.[C:23](Cl)(Cl)=[O:24].C1(C)C=CC=CC=1.C(N(CC)CC)C.[CH:41]1([NH2:44])[CH2:43][CH2:42]1. (2) Given the product [F:7][CH:2]([F:8])[O:17][C:16]1[CH:18]=[CH:19][C:11]([CH:10]=[O:9])=[CH:12][C:13]=1[O:14][CH3:15], predict the reactants needed to synthesize it. The reactants are: Cl[C:2]([F:8])([F:7])C(OC)=O.[O:9]=[CH:10][C:11]1[CH:19]=[CH:18][C:16]([OH:17])=[C:13]([O:14][CH3:15])[CH:12]=1.C(=O)([O-])[O-].[K+].[K+]. (3) Given the product [F:32][CH:30]([F:31])[C:22]1[C:23]2[C:28](=[CH:27][C:26]([F:29])=[CH:25][CH:24]=2)[N:20]([S:17]([C:15]2[CH:14]=[CH:13][C:12]([O:33][CH3:34])=[C:11]([N:8]3[CH2:9][CH2:10][NH:5][CH2:6][CH2:7]3)[CH:16]=2)(=[O:19])=[O:18])[CH:21]=1, predict the reactants needed to synthesize it. The reactants are: ClC(Cl)(Cl)C([N:5]1[CH2:10][CH2:9][N:8]([C:11]2[CH:16]=[C:15]([S:17]([N:20]3[C:28]4[C:23](=[CH:24][CH:25]=[C:26]([F:29])[CH:27]=4)[C:22]([CH:30]([F:32])[F:31])=[CH:21]3)(=[O:19])=[O:18])[CH:14]=[CH:13][C:12]=2[O:33][CH3:34])[CH2:7][CH2:6]1)=O.[OH-].[K+].